Dataset: Full USPTO retrosynthesis dataset with 1.9M reactions from patents (1976-2016). Task: Predict the reactants needed to synthesize the given product. (1) Given the product [Br:23][C:24]1[CH:25]=[C:26]([CH:29]=[CH:30][C:31]=1[Cl:32])[CH2:27][N:20]1[CH2:21][CH2:22][C:5]2([O:4][C:3](=[O:2])[N:7]([C:8]3[CH:17]=[CH:16][C:11]([C:12]([O:14][CH3:15])=[O:13])=[CH:10][CH:9]=3)[CH2:6]2)[CH2:18][CH2:19]1, predict the reactants needed to synthesize it. The reactants are: Cl.[O:2]=[C:3]1[N:7]([C:8]2[CH:17]=[CH:16][C:11]([C:12]([O:14][CH3:15])=[O:13])=[CH:10][CH:9]=2)[CH2:6][C:5]2([CH2:22][CH2:21][NH:20][CH2:19][CH2:18]2)[O:4]1.[Br:23][C:24]1[CH:25]=[C:26]([CH:29]=[CH:30][C:31]=1[Cl:32])[CH:27]=O. (2) Given the product [Si:1]([O:8][CH2:9][CH2:10][N:11]([C:12]1[CH:17]=[CH:16][CH:15]=[CH:14][C:13]=1[Cl:18])[C:40]([C:27]1[S:26][C:30]2[C:31]3[CH:39]=[CH:38][CH:37]=[CH:36][C:32]=3[O:33][CH2:34][CH2:35][C:29]=2[CH:28]=1)=[O:41])([C:4]([CH3:7])([CH3:6])[CH3:5])([CH3:3])[CH3:2], predict the reactants needed to synthesize it. The reactants are: [Si:1]([O:8][CH2:9][CH2:10][NH:11][C:12]1[CH:17]=[CH:16][CH:15]=[CH:14][C:13]=1[Cl:18])([C:4]([CH3:7])([CH3:6])[CH3:5])([CH3:3])[CH3:2].C(N(CC)CC)C.[S:26]1[C:30]2[C:31]3[CH:39]=[CH:38][CH:37]=[CH:36][C:32]=3[O:33][CH2:34][CH2:35][C:29]=2[CH:28]=[C:27]1[C:40](Cl)=[O:41]. (3) Given the product [F:21][C:20]1[CH:19]=[C:18]([C:22]2[C:30]3[O:29][C:28]([NH:31][C:32]4[CH:37]=[CH:36][C:35]([C:38]([N:39]([CH2:40][CH3:41])[CH2:42][CH3:43])=[O:44])=[C:34]([CH3:45])[CH:33]=4)=[N:27][C:26]=3[CH:25]=[CH:24][CH:23]=2)[CH:17]=[C:16]([F:46])[C:15]=1[CH2:14][N:11]1[CH2:12][CH2:13][NH:8][CH2:9][CH2:10]1, predict the reactants needed to synthesize it. The reactants are: C(OC([N:8]1[CH2:13][CH2:12][N:11]([CH2:14][C:15]2[C:20]([F:21])=[CH:19][C:18]([C:22]3[C:30]4[O:29][C:28]([NH:31][C:32]5[CH:37]=[CH:36][C:35]([C:38](=[O:44])[N:39]([CH2:42][CH3:43])[CH2:40][CH3:41])=[C:34]([CH3:45])[CH:33]=5)=[N:27][C:26]=4[CH:25]=[CH:24][CH:23]=3)=[CH:17][C:16]=2[F:46])[CH2:10][CH2:9]1)=O)(C)(C)C.FC(F)(F)C(O)=O. (4) Given the product [C:16]([N:11]1[C:12]2[C:8](=[C:7]([CH3:19])[C:6]([CH2:2][C:3]([O:5][CH2:21][CH3:22])=[O:4])=[C:14]([CH3:15])[CH:13]=2)[CH2:9][CH2:10]1)(=[O:18])[CH3:17], predict the reactants needed to synthesize it. The reactants are: O[CH:2]([C:6]1[C:7]([CH3:19])=[C:8]2[C:12](=[CH:13][C:14]=1[CH3:15])[N:11]([C:16](=[O:18])[CH3:17])[CH2:10][CH2:9]2)[C:3]([OH:5])=[O:4].Cl.[CH:21](N(C(C)C)CC)(C)[CH3:22].C(Cl)(=O)C. (5) Given the product [CH2:1]([O:3][C:4]([C:6]1[CH:10]=[C:9]([CH2:11][C:12]([F:15])([F:13])[F:14])[S:8][CH:7]=1)=[O:5])[CH3:2], predict the reactants needed to synthesize it. The reactants are: [CH2:1]([O:3][C:4]([C:6]1[CH:10]=[C:9]([CH2:11][C:12]([F:15])([F:14])[F:13])[S:8][C:7]=1N)=[O:5])[CH3:2].N(OC(C)(C)C)=O.